From a dataset of Reaction yield outcomes from USPTO patents with 853,638 reactions. Predict the reaction yield, written as a fraction of the theoretical maximum amount of product (1.0 means a 100% yield; for example, 0.34 means a 34% yield). (1) The reactants are N.[CH3:2][O:3][C:4]1[CH:5]=[C:6]2[C:11](=[CH:12][C:13]=1[O:14][CH2:15][CH:16]1[CH2:21][CH2:20][N:19]([CH3:22])[CH2:18][CH2:17]1)[N:10]=[CH:9][N:8](COC(=O)C(C)(C)C)[C:7]2=[O:31]. The catalyst is CO.C(Cl)Cl. The product is [CH3:2][O:3][C:4]1[CH:5]=[C:6]2[C:11](=[CH:12][C:13]=1[O:14][CH2:15][CH:16]1[CH2:21][CH2:20][N:19]([CH3:22])[CH2:18][CH2:17]1)[N:10]=[CH:9][NH:8][C:7]2=[O:31]. The yield is 0.830. (2) The reactants are Cl.[CH3:2][C:3]([NH2:14])([C:5]1[CH:10]=[CH:9][CH:8]=[C:7]([N+:11]([O-:13])=[O:12])[CH:6]=1)[CH3:4].C(=O)([O-])[O-].[K+].[K+].Br[CH2:22][C:23](=[O:27])[CH:24]([CH3:26])[CH3:25]. The catalyst is CN(C=O)C.O. The product is [CH3:25][CH:24]([CH3:26])[C:23](=[O:27])[CH2:22][NH:14][C:3]([CH3:2])([C:5]1[CH:10]=[CH:9][CH:8]=[C:7]([N+:11]([O-:13])=[O:12])[CH:6]=1)[CH3:4]. The yield is 0.890. (3) The reactants are [CH3:1][O:2][C:3]1[CH:4]=[CH:5][C:6]2[C:10]([O:11][C:12]3[CH:17]=[CH:16][C:15](/[CH:18]=[CH:19]/[C:20]([O:22][CH3:23])=[O:21])=[CH:14][CH:13]=3)=[CH:9][S:8][C:7]=2[CH:24]=1.I[C:26]1[CH:31]=[CH:30][CH:29]=[CH:28][C:27]=1[CH:32]([CH3:34])[CH3:33].CC(C)(C)C(O)=O.C(=O)([O-])[O-].[K+].[K+]. The catalyst is CC(N(C)C)=O. The product is [CH:32]([C:27]1[CH:28]=[CH:29][CH:30]=[CH:31][C:26]=1[C:9]1[S:8][C:7]2[CH:24]=[C:3]([O:2][CH3:1])[CH:4]=[CH:5][C:6]=2[C:10]=1[O:11][C:12]1[CH:17]=[CH:16][C:15](/[CH:18]=[CH:19]/[C:20]([O:22][CH3:23])=[O:21])=[CH:14][CH:13]=1)([CH3:34])[CH3:33]. The yield is 0.630. (4) The reactants are [CH3:1][N:2]1[CH:7]=[C:6](B2CC(C)(C)C(C)(C)C2)[CH:5]=[C:4]([C:17]([F:20])([F:19])[F:18])[C:3]1=[O:21].Br[C:23]1[CH:37]=[C:36]([S:38]([CH2:41][CH3:42])(=[O:40])=[O:39])[CH:35]=[CH:34][C:24]=1[O:25][C:26]1[CH:31]=[CH:30][C:29]([F:32])=[CH:28][C:27]=1[F:33].[O-]P([O-])([O-])=O.[K+].[K+].[K+]. The catalyst is O1CCOCC1.O.C1C=CC(P(C2C=CC=CC=2)[C-]2C=CC=C2)=CC=1.C1C=CC(P(C2C=CC=CC=2)[C-]2C=CC=C2)=CC=1.Cl[Pd]Cl.[Fe+2]. The product is [F:33][C:27]1[CH:28]=[C:29]([F:32])[CH:30]=[CH:31][C:26]=1[O:25][C:24]1[CH:34]=[CH:35][C:36]([S:38]([CH2:41][CH3:42])(=[O:40])=[O:39])=[CH:37][C:23]=1[C:6]1[CH:5]=[C:4]([C:17]([F:18])([F:19])[F:20])[C:3](=[O:21])[N:2]([CH3:1])[CH:7]=1. The yield is 0.340. (5) The reactants are [ClH:1].C(OC([N:9]1[CH2:13][CH2:12][CH2:11][C@H:10]1[C:14]1[NH:15][C:16]([C:19]2[CH:24]=[CH:23][C:22]([B:25]3[O:29][C:28]([CH3:31])([CH3:30])[C:27]([CH3:33])([CH3:32])[O:26]3)=[CH:21][CH:20]=2)=[CH:17][N:18]=1)=O)(C)(C)C.C(OCC)C. The catalyst is O1CCOCC1.ClCCl. The product is [ClH:1].[NH:9]1[CH2:13][CH2:12][CH2:11][C@H:10]1[C:14]1[NH:15][C:16]([C:19]2[CH:24]=[CH:23][C:22]([B:25]3[O:29][C:28]([CH3:31])([CH3:30])[C:27]([CH3:33])([CH3:32])[O:26]3)=[CH:21][CH:20]=2)=[CH:17][N:18]=1. The yield is 0.950. (6) The reactants are [CH:1]1([NH:4][C:5](=[O:12])[C:6]2[CH:11]=[CH:10][CH:9]=[CH:8][CH:7]=2)[CH2:3][CH2:2]1.N1C(C)=CC=CC=1C.C(Cl)(=O)C(Cl)=O.[Cl:27][C:28]1[CH:33]=[CH:32][CH:31]=[C:30]([Cl:34])[C:29]=1[C:35]([NH:37][C@H:38]([C:56]([O:58][CH3:59])=[O:57])[CH2:39][C:40]1[CH:45]=[CH:44][C:43]([O:46][CH2:47][CH2:48][C:49]2[CH:54]=[CH:53][CH:52]=[CH:51][N+:50]=2[O-])=[CH:42][CH:41]=1)=[O:36]. The catalyst is C(Cl)Cl. The product is [CH:1]1([N:4]([C:5]([C:6]2[CH:11]=[CH:10][CH:9]=[CH:8][CH:7]=2)=[O:12])[C:51]2[N:50]=[C:49]([CH2:48][CH2:47][O:46][C:43]3[CH:44]=[CH:45][C:40]([CH2:39][C@@H:38]([C:56]([O:58][CH3:59])=[O:57])[NH:37][C:35]([C:29]4[C:30]([Cl:34])=[CH:31][CH:32]=[CH:33][C:28]=4[Cl:27])=[O:36])=[CH:41][CH:42]=3)[CH:54]=[CH:53][CH:52]=2)[CH2:2][CH2:3]1. The yield is 0.130.